Dataset: Reaction yield outcomes from USPTO patents with 853,638 reactions. Task: Predict the reaction yield, written as a fraction of the theoretical maximum amount of product (1.0 means a 100% yield; for example, 0.34 means a 34% yield). (1) The reactants are [C:1]12([NH:6][C:7]3[C:12]([C:13](O)=[O:14])=[CH:11][N:10]=[C:9]([S:16][CH3:17])[N:8]=3)[CH2:5][CH:3]([CH2:4]1)[CH2:2]2.C1C=CC2N(O)N=[N:24]C=2C=1.C(Cl)CCl.[OH-].[NH4+]. The catalyst is C1COCC1.C(#N)C. The product is [C:1]12([NH:6][C:7]3[C:12]([C:13]([NH2:24])=[O:14])=[CH:11][N:10]=[C:9]([S:16][CH3:17])[N:8]=3)[CH2:5][CH:3]([CH2:4]1)[CH2:2]2. The yield is 0.930. (2) The reactants are [F:1][C:2]1[CH:7]=[CH:6][C:5]([C:8](=[CH:12][C:13]2[CH:18]=[CH:17][C:16](/[CH:19]=[CH:20]/[C:21]([O:23][CH3:24])=[O:22])=[CH:15][CH:14]=2)[C:9](O)=[O:10])=[CH:4][CH:3]=1.[CH:25]1([NH2:28])[CH2:27][CH2:26]1.CCN=C=NCCCN(C)C.C1C=CC2N(O)N=NC=2C=1.C(N(CC)CC)C. The catalyst is CN(C)C=O.C(OCC)(=O)C. The product is [CH:25]1([NH:28][C:9](=[O:10])[C:8]([C:5]2[CH:4]=[CH:3][C:2]([F:1])=[CH:7][CH:6]=2)=[CH:12][C:13]2[CH:14]=[CH:15][C:16](/[CH:19]=[CH:20]/[C:21]([O:23][CH3:24])=[O:22])=[CH:17][CH:18]=2)[CH2:27][CH2:26]1. The yield is 0.960. (3) The reactants are [NH2:1][CH2:2][C:3]([NH:5][CH2:6][C:7]([NH:9][CH2:10][CH2:11][NH:12][C:13](=[O:39])[CH2:14][C@@H:15]1[N:21]=[C:20]([C:22]2[CH:27]=[CH:26][C:25]([Cl:28])=[CH:24][CH:23]=2)[C:19]2[CH:29]=[C:30]([O:33][CH3:34])[CH:31]=[CH:32][C:18]=2[N:17]2[C:35]([CH3:38])=[N:36][N:37]=[C:16]12)=[O:8])=[O:4].CCN=C=NCCCN(C)C.[Cl:51][C:52]1[CH:57]=[CH:56][C:55]([C:58]2[C:64]3[CH:65]=[C:66]([O:69][CH3:70])[CH:67]=[CH:68][C:63]=3[N:62]3[C:71]([CH3:74])=[N:72][N:73]=[C:61]3[C@H:60]([CH2:75][C:76](O)=[O:77])[N:59]=2)=[CH:54][CH:53]=1.C1C=CC2N(O)N=NC=2C=1. The catalyst is C(Cl)Cl.CN(C1C=CN=CC=1)C. The product is [Cl:28][C:25]1[CH:26]=[CH:27][C:22]([C:20]2[C:19]3[CH:29]=[C:30]([O:33][CH3:34])[CH:31]=[CH:32][C:18]=3[N:17]3[C:35]([CH3:38])=[N:36][N:37]=[C:16]3[C@H:15]([CH2:14][C:13]([NH:12][CH2:11][CH2:10][NH:9][C:7](=[O:8])[CH2:6][NH:5][C:3](=[O:4])[CH2:2][NH:1][C:76](=[O:77])[CH2:75][C@@H:60]3[N:59]=[C:58]([C:55]4[CH:56]=[CH:57][C:52]([Cl:51])=[CH:53][CH:54]=4)[C:64]4[CH:65]=[C:66]([O:69][CH3:70])[CH:67]=[CH:68][C:63]=4[N:62]4[C:71]([CH3:74])=[N:72][N:73]=[C:61]34)=[O:39])[N:21]=2)=[CH:23][CH:24]=1. The yield is 0.250. (4) The reactants are [C:1]([C:3]1[CH:4]=[N:5][CH:6]=[CH:7][CH:8]=1)#[N:2].P([O-])([O-])([O-])=[O:10].[K+].[K+].[K+]. No catalyst specified. The product is [C:1]([NH2:2])(=[O:10])[C:3]1[CH:8]=[CH:7][CH:6]=[N:5][CH:4]=1. The yield is 0.973.